From a dataset of Forward reaction prediction with 1.9M reactions from USPTO patents (1976-2016). Predict the product of the given reaction. (1) Given the reactants FC(F)(F)S(O[C:7]1[C:8]([CH3:46])([CH3:45])[C@H:9]2[C@:22]([CH3:25])([CH2:23][CH:24]=1)[C@@H:21]1[C@:12]([CH3:44])([C@@:13]3([CH3:43])[C@H:18]([CH2:19][CH2:20]1)[C@H:17]1[C@H:26]([C:29]([CH3:31])=[CH2:30])[CH2:27][CH2:28][C@:16]1([NH:32][CH2:33][CH2:34][N:35]1[CH2:40][CH2:39][S:38](=[O:42])(=[O:41])[CH2:37][CH2:36]1)[CH2:15][CH2:14]3)[CH2:11][CH2:10]2)(=O)=O.CC1(C)C(C)(C)OB([C:57]2[CH2:62][CH:61]3[CH:59]([CH:60]3[C:63]([O:65][CH2:66][CH3:67])=[O:64])[CH:58]=2)O1, predict the reaction product. The product is: [O:42]=[S:38]1(=[O:41])[CH2:39][CH2:40][N:35]([CH2:34][CH2:33][NH:32][C@:16]23[CH2:28][CH2:27][C@@H:26]([C:29]([CH3:31])=[CH2:30])[C@@H:17]2[C@@H:18]2[C@@:13]([CH3:43])([CH2:14][CH2:15]3)[C@@:12]3([CH3:44])[C@@H:21]([C@:22]4([CH3:25])[C@@H:9]([CH2:10][CH2:11]3)[C:8]([CH3:45])([CH3:46])[C:7]([C:57]3[CH2:62][CH:61]5[CH:59]([CH:60]5[C:63]([O:65][CH2:66][CH3:67])=[O:64])[CH:58]=3)=[CH:24][CH2:23]4)[CH2:20][CH2:19]2)[CH2:36][CH2:37]1. (2) Given the reactants [O:1]1[C:5]2([CH2:10][CH2:9][C:8](=[O:11])[CH2:7][CH2:6]2)[O:4][CH2:3][CH2:2]1.[CH:12]1([Mg]Cl)[CH2:17][CH2:16][CH2:15][CH2:14][CH2:13]1, predict the reaction product. The product is: [CH:12]1([C:8]2([OH:11])[CH2:7][CH2:6][C:5]3([O:4][CH2:3][CH2:2][O:1]3)[CH2:10][CH2:9]2)[CH2:17][CH2:16][CH2:15][CH2:14][CH2:13]1. (3) Given the reactants C(C1NC=CN=1)(C1[NH:4]C=CN=1)=O.[C:13]([O:17][C:18]([N:20]([CH2:24][C:25]1[CH:34]=[C:33]2[C:28]([CH:29]=[CH:30][C:31]([Cl:39])=[C:32]2[CH2:35][C:36](O)=[O:37])=[CH:27][CH:26]=1)[CH2:21][CH2:22][F:23])=[O:19])([CH3:16])([CH3:15])[CH3:14].N, predict the reaction product. The product is: [C:13]([O:17][C:18](=[O:19])[N:20]([CH2:24][C:25]1[CH:26]=[CH:27][C:28]2[C:33](=[C:32]([CH2:35][C:36](=[O:37])[NH2:4])[C:31]([Cl:39])=[CH:30][CH:29]=2)[CH:34]=1)[CH2:21][CH2:22][F:23])([CH3:16])([CH3:15])[CH3:14]. (4) Given the reactants [NH2:1][CH:2]1[CH2:11][C:10]2[C:5](=[CH:6][CH:7]=[CH:8][CH:9]=2)[N:4]([S:12]([C:15]2[CH:20]=[CH:19][C:18]([NH:21][C:22]([NH:24][C:25]3[CH:30]=[CH:29][CH:28]=[CH:27][CH:26]=3)=[O:23])=[CH:17][CH:16]=2)(=[O:14])=[O:13])[CH2:3]1.Cl[C:32]1[N:37]=[C:36]([NH2:38])[N:35]=[C:34]2[NH:39][N:40]=[CH:41][C:33]=12.C(N(C(C)C)CC)(C)C.O, predict the reaction product. The product is: [NH2:38][C:36]1[N:35]=[C:34]2[NH:39][N:40]=[CH:41][C:33]2=[C:32]([NH:1][CH:2]2[CH2:11][C:10]3[C:5](=[CH:6][CH:7]=[CH:8][CH:9]=3)[N:4]([S:12]([C:15]3[CH:20]=[CH:19][C:18]([NH:21][C:22]([NH:24][C:25]4[CH:30]=[CH:29][CH:28]=[CH:27][CH:26]=4)=[O:23])=[CH:17][CH:16]=3)(=[O:13])=[O:14])[CH2:3]2)[N:37]=1. (5) Given the reactants S(=O)(=O)(O)[OH:2].[Br:6][C:7]1[N:8]([CH2:16][C:17]#[C:18][CH3:19])[C:9]([C:14]#[N:15])=[C:10]([C:12]#N)[N:11]=1.[CH2:20]([OH:22])[CH3:21], predict the reaction product. The product is: [Br:6][C:7]1[N:8]([CH2:16][C:17]#[C:18][CH3:19])[C:9]([C:14]#[N:15])=[C:10]([C:12]([O:22][CH2:20][CH3:21])=[O:2])[N:11]=1.